This data is from Full USPTO retrosynthesis dataset with 1.9M reactions from patents (1976-2016). The task is: Predict the reactants needed to synthesize the given product. (1) Given the product [CH2:12]([NH:19][C:20]([C:22]1[S:26][C:25]([N:3]2[CH:4]=[CH:5][C:6]([C:8]([F:9])([F:11])[F:10])=[CH:7][C:2]2=[O:1])=[N:24][C:23]=1[CH3:28])=[O:21])[C:13]1[CH:14]=[CH:15][CH:16]=[CH:17][CH:18]=1, predict the reactants needed to synthesize it. The reactants are: [OH:1][C:2]1[CH:7]=[C:6]([C:8]([F:11])([F:10])[F:9])[CH:5]=[CH:4][N:3]=1.[CH2:12]([NH:19][C:20]([C:22]1[S:26][C:25](Br)=[N:24][C:23]=1[CH3:28])=[O:21])[C:13]1[CH:18]=[CH:17][CH:16]=[CH:15][CH:14]=1. (2) Given the product [Cl:36][C:13]1[CH:14]=[C:15]2[C:10](=[CH:11][CH:12]=1)[CH:9]=[C:8]([CH2:7][C:6]([OH:37])=[O:5])[C:17]([CH3:18])=[C:16]2[C:19]1[CH:20]=[CH:21][C:22]([S:25]([C:28]2[CH:33]=[C:32]([Cl:34])[CH:31]=[CH:30][C:29]=2[Cl:35])(=[O:26])=[O:27])=[CH:23][CH:24]=1, predict the reactants needed to synthesize it. The reactants are: O.[OH-].[Li+].C[O:5][C:6](=[O:37])[CH2:7][C:8]1[C:17]([CH3:18])=[C:16]([C:19]2[CH:24]=[CH:23][C:22]([S:25]([C:28]3[CH:33]=[C:32]([Cl:34])[CH:31]=[CH:30][C:29]=3[Cl:35])(=[O:27])=[O:26])=[CH:21][CH:20]=2)[C:15]2[C:10](=[CH:11][CH:12]=[C:13]([Cl:36])[CH:14]=2)[CH:9]=1. (3) The reactants are: [N+:1]([C:4]1[C:13]2[C:8](=[CH:9][CH:10]=[CH:11][CH:12]=2)[C:7]([OH:14])=[CH:6][CH:5]=1)([O-:3])=[O:2].[NH2:15][C:16]1[N:21]=[C:20]([CH2:22]O)[CH:19]=[CH:18][N:17]=1.C1C=CC(P(C2C=CC=CC=2)C2C=CC=CC=2)=CC=1.CC(OC(/N=N/C(OC(C)C)=O)=O)C. Given the product [N+:1]([C:4]1[C:13]2[C:8](=[CH:9][CH:10]=[CH:11][CH:12]=2)[C:7]([O:14][CH2:22][C:20]2[CH:19]=[CH:18][N:17]=[C:16]([NH2:15])[N:21]=2)=[CH:6][CH:5]=1)([O-:3])=[O:2], predict the reactants needed to synthesize it. (4) The reactants are: COP([CH2:7][C:8]1[S:16][C:15]2[C:14]([N:17]3[CH2:22][CH2:21][O:20][CH2:19][CH2:18]3)=[N:13][C:12]([Cl:23])=[N:11][C:10]=2[CH:9]=1)(=O)OC.C([N-]C(C)C)(C)C.[Li+].[C:32]([O:36][C:37]([N:39]1[CH2:44][CH2:43][C:42](=O)[CH2:41][CH2:40]1)=[O:38])([CH3:35])([CH3:34])[CH3:33]. Given the product [C:32]([O:36][C:37]([N:39]1[CH2:44][CH2:43][C:42](=[CH:7][C:8]2[S:16][C:15]3[C:14]([N:17]4[CH2:18][CH2:19][O:20][CH2:21][CH2:22]4)=[N:13][C:12]([Cl:23])=[N:11][C:10]=3[CH:9]=2)[CH2:41][CH2:40]1)=[O:38])([CH3:35])([CH3:33])[CH3:34], predict the reactants needed to synthesize it.